From a dataset of Catalyst prediction with 721,799 reactions and 888 catalyst types from USPTO. Predict which catalyst facilitates the given reaction. Reactant: [CH:1]1N=[CH:4][N:3]([C:6]([N:8]2C=N[CH:10]=[CH:9]2)=[O:7])[CH:2]=1.Cl.[C:14]1([CH:20]2CCNC2)[CH:19]=[CH:18][CH:17]=[CH:16][CH:15]=1.CCN(C(C)C)C(C)C.IC.Cl.[NH2:37][CH2:38][C:39]1[CH:46]=[CH:45]C(C#N)=[CH:41][CH:40]=1. Product: [C:38]([C:39]1[CH:46]=[CH:45][C:10]([CH2:9][NH:8][C:6]([N:3]2[CH2:2][CH2:1][CH:20]([C:14]3[CH:15]=[CH:16][CH:17]=[CH:18][CH:19]=3)[CH2:4]2)=[O:7])=[CH:41][CH:40]=1)#[N:37]. The catalyst class is: 2.